Task: Predict the reactants needed to synthesize the given product.. Dataset: Retrosynthesis with 50K atom-mapped reactions and 10 reaction types from USPTO (1) Given the product CCCS(=O)(=O)N1CCC(c2c[nH]c3c(C(N)=O)cc(-c4ccc(Cl)cc4)cc23)CC1, predict the reactants needed to synthesize it. The reactants are: CCCS(=O)(=O)Cl.NC(=O)c1cc(-c2ccc(Cl)cc2)cc2c(C3CCNCC3)c[nH]c12. (2) The reactants are: C=O.Cn1c(N)cc(=O)n1-c1ccccc1.c1cc2c(c(N3CCNCC3)c1)OCCO2. Given the product Cn1c(N)c(CN2CCN(c3cccc4c3OCCO4)CC2)c(=O)n1-c1ccccc1, predict the reactants needed to synthesize it. (3) Given the product COC(=O)Nc1cc(N2CCCC(O)C2)nc(NC(=O)OC)[n+]1[O-], predict the reactants needed to synthesize it. The reactants are: COC(=O)Nc1cc(Cl)nc(NC(=O)OC)[n+]1[O-].OC1CCCNC1. (4) Given the product CCCCc1nc2ccc(N(C)C(=O)OCC)cc2n1Cc1ccc(-c2ccccc2C(=O)O)cc1, predict the reactants needed to synthesize it. The reactants are: CCCCc1nc2ccc(N(C)C(=O)OCC)cc2n1Cc1ccc(-c2ccccc2C(=O)OC(C)(C)C)cc1. (5) Given the product CCCOc1ccc(C(=O)c2ccc3c(c2)OCO3)c(C(=O)c2ccc(OC)cc2O)c1, predict the reactants needed to synthesize it. The reactants are: CCCOc1ccc(C(=O)c2ccc3c(c2)OCO3)c(C(=O)c2ccc(OC)cc2OCc2ccccc2)c1. (6) Given the product CC(=O)OC[C@@H](C)C[C@@H](C)COS(=O)(=O)c1ccc(C)cc1, predict the reactants needed to synthesize it. The reactants are: CC(=O)OC[C@@H](C)C[C@@H](C)CO.Cc1ccc(S(=O)(=O)Cl)cc1. (7) Given the product CCn1ncc2c(NC3CCOCC3)c(CNC(=O)c3cnc(C)nc3)c(C)nc21, predict the reactants needed to synthesize it. The reactants are: CCn1ncc2c(NC3CCOCC3)c(CN)c(C)nc21.Cc1ncc(C(=O)O)cn1. (8) The reactants are: COc1ccc(F)cc1B(O)O.O=C(Nc1cc(Cl)ncn1)C1CCN(C(=O)OCc2ccccc2)CC1. Given the product COc1ccc(F)cc1-c1cc(NC(=O)C2CCN(C(=O)OCc3ccccc3)CC2)ncn1, predict the reactants needed to synthesize it. (9) Given the product Cc1cc(F)c(Nc2cnnc3ccc(Cl)cc23)cc1O, predict the reactants needed to synthesize it. The reactants are: Cc1cc(F)c(N)cc1O.Clc1ccc2nncc(Cl)c2c1. (10) Given the product CCOC(=O)/C=C/c1cn(Cc2ccc(OCc3ccccc3)cc2)nc1-c1ccc(F)cc1, predict the reactants needed to synthesize it. The reactants are: CCOC(=O)CP(=O)(OCC)OCC.O=Cc1cn(Cc2ccc(OCc3ccccc3)cc2)nc1-c1ccc(F)cc1.